The task is: Predict the reaction yield, written as a fraction of the theoretical maximum amount of product (1.0 means a 100% yield; for example, 0.34 means a 34% yield).. This data is from Reaction yield outcomes from USPTO patents with 853,638 reactions. (1) The reactants are [F:1][C:2]1[CH:3]=[C:4]([NH:9][C:10]2[CH:15]=[CH:14][CH:13]=[CH:12][CH:11]=2)[C:5]([NH2:8])=[CH:6][CH:7]=1.[CH2:16]([O:23][CH2:24][CH2:25][C@H:26]([NH:30][C:31]([O:33][C:34]([CH3:37])([CH3:36])[CH3:35])=[O:32])[C:27](O)=[O:28])[C:17]1[CH:22]=[CH:21][CH:20]=[CH:19][CH:18]=1.C1C=NC2N(O)N=NC=2C=1.CN1CCOCC1.Cl.CN(C)CCCN=C=NCC. The catalyst is C(Cl)Cl. The product is [C:34]([O:33][C:31](=[O:32])[NH:30][C@H:26]([C:27](=[O:28])[NH:8][C:5]1[CH:6]=[CH:7][C:2]([F:1])=[CH:3][C:4]=1[NH:9][C:10]1[CH:15]=[CH:14][CH:13]=[CH:12][CH:11]=1)[CH2:25][CH2:24][O:23][CH2:16][C:17]1[CH:22]=[CH:21][CH:20]=[CH:19][CH:18]=1)([CH3:37])([CH3:35])[CH3:36]. The yield is 0.820. (2) The catalyst is CO. The yield is 0.800. The product is [S:23]1[CH:24]=[CH:25][C:26]2[C:19]3[NH:18][N:17]=[C:16]([C:13]4[CH:12]=[CH:11][C:10]([NH:9][C:6]5[CH:7]=[CH:8][C:3]([O:2][CH3:1])=[CH:4][CH:5]=5)=[CH:15][CH:14]=4)[C:20]=3[CH2:21][C:22]1=2. The reactants are [CH3:1][O:2][C:3]1[CH:8]=[CH:7][C:6]([NH:9][C:10]2[CH:15]=[CH:14][C:13]([C:16]3[C:20]4[CH2:21][C:22]5[S:23][CH:24]=[CH:25][C:26]=5[C:19]=4[N:18](COCC[Si](C)(C)C)[N:17]=3)=[CH:12][CH:11]=2)=[CH:5][CH:4]=1.Cl. (3) The product is [I:14][C:3]1[C:4]2[C:9](=[CH:8][CH:7]=[C:6]([C:10]#[N:11])[CH:5]=2)[NH:1][CH:2]=1. The reactants are [NH:1]1[C:9]2[C:4](=[CH:5][C:6]([C:10]#[N:11])=[CH:7][CH:8]=2)[CH:3]=[CH:2]1.[OH-].[K+].[I:14]I.[O-]S([O-])(=S)=O.[Na+].[Na+]. The yield is 0.950. The catalyst is CN(C=O)C.